This data is from NCI-60 drug combinations with 297,098 pairs across 59 cell lines. The task is: Regression. Given two drug SMILES strings and cell line genomic features, predict the synergy score measuring deviation from expected non-interaction effect. (1) Drug 1: CN(CCCl)CCCl.Cl. Drug 2: C1CCC(C(C1)N)N.C(=O)(C(=O)[O-])[O-].[Pt+4]. Cell line: U251. Synergy scores: CSS=40.1, Synergy_ZIP=-2.89, Synergy_Bliss=-2.59, Synergy_Loewe=-5.80, Synergy_HSA=1.42. (2) Drug 1: CC1=C2C(C(=O)C3(C(CC4C(C3C(C(C2(C)C)(CC1OC(=O)C(C(C5=CC=CC=C5)NC(=O)C6=CC=CC=C6)O)O)OC(=O)C7=CC=CC=C7)(CO4)OC(=O)C)O)C)OC(=O)C. Drug 2: CS(=O)(=O)OCCCCOS(=O)(=O)C. Cell line: OVCAR3. Synergy scores: CSS=61.2, Synergy_ZIP=-5.80, Synergy_Bliss=-6.73, Synergy_Loewe=-65.5, Synergy_HSA=-6.80.